This data is from Reaction yield outcomes from USPTO patents with 853,638 reactions. The task is: Predict the reaction yield, written as a fraction of the theoretical maximum amount of product (1.0 means a 100% yield; for example, 0.34 means a 34% yield). The reactants are [Cl:1][C:2]1[N:7]=[C:6]([NH:8][C@@H:9]([CH2:14][C:15]([O:17][CH3:18])=[O:16])[C:10](OC)=[O:11])[C:5]([N+:19]([O-])=O)=[CH:4][CH:3]=1.CC(O)C.C(O)(=O)C.C([O-])([O-])=O.[Na+].[Na+]. The catalyst is [Fe].O. The product is [Cl:1][C:2]1[CH:3]=[CH:4][C:5]2[NH:19][C:10](=[O:11])[C@H:9]([CH2:14][C:15]([O:17][CH3:18])=[O:16])[NH:8][C:6]=2[N:7]=1. The yield is 0.680.